From a dataset of Forward reaction prediction with 1.9M reactions from USPTO patents (1976-2016). Predict the product of the given reaction. (1) Given the reactants C(=O)([O-])[O-].[Na+].[Na+].[OH:7][C:8]1[CH:9]=[N:10][C:11]([N:14]2[CH2:19][CH2:18][N:17]([C:20]#[N:21])[CH2:16][C@H:15]2[CH3:22])=[N:12][CH:13]=1.Cl.NO.C([N:28](C(C)C)C(C)C)C.ON1C2C=CC=CC=2N=N1.[CH3:45][C:46]1([C:50]([OH:52])=O)[CH2:49][O:48][CH2:47]1.Cl.CN(C)CCCN=C=NCC, predict the reaction product. The product is: [CH3:22][C@@H:15]1[CH2:16][N:17]([C:20]2[N:28]=[C:50]([C:46]3([CH3:45])[CH2:49][O:48][CH2:47]3)[O:52][N:21]=2)[CH2:18][CH2:19][N:14]1[C:11]1[N:12]=[CH:13][C:8]([OH:7])=[CH:9][N:10]=1. (2) Given the reactants [Cl:1][C:2]1[N:7]=[CH:6][C:5]([CH:8]=O)=[CH:4][CH:3]=1.Cl.[CH3:11][N:12]1[CH2:17][CH2:16][NH:15][CH2:14][C:13]1=[O:18], predict the reaction product. The product is: [Cl:1][C:2]1[N:7]=[CH:6][C:5]([CH2:8][N:15]2[CH2:16][CH2:17][N:12]([CH3:11])[C:13](=[O:18])[CH2:14]2)=[CH:4][CH:3]=1. (3) Given the reactants [O:1]=[CH:2][C@@H:3]([C@@H:5]([C@@H:7]([CH2:9][OH:10])[OH:8])[OH:6])[OH:4].CO[C:13](OC)([CH3:15])[CH3:14].C1(C)C=CC(S(O)(=O)=O)=CC=1, predict the reaction product. The product is: [CH3:14][C:13]1([CH3:15])[O:6][CH:5]2[C@@H:7]([CH2:9][OH:10])[O:8][CH:2]([OH:1])[C@H:3]2[O:4]1. (4) Given the reactants [CH:1]1([C@@H:7]([NH:9][C:10]([C:12]2[C:21]3[C:16](=[CH:17][CH:18]=[C:19]([F:22])[CH:20]=3)[N:15]=[C:14]([C:23]3[CH:28]=[CH:27][CH:26]=[CH:25][CH:24]=3)[C:13]=2[CH2:29]Br)=[O:11])[CH3:8])[CH2:6][CH2:5][CH2:4][CH2:3][CH2:2]1.[C:31]([O:35][C:36]([N:38]1[CH2:43][CH2:42][NH:41][CH2:40][CH2:39]1)=[O:37])([CH3:34])([CH3:33])[CH3:32].C(N(C(C)C)C(C)C)C, predict the reaction product. The product is: [C:31]([O:35][C:36]([N:38]1[CH2:43][CH2:42][N:41]([CH2:29][C:13]2[C:14]([C:23]3[CH:28]=[CH:27][CH:26]=[CH:25][CH:24]=3)=[N:15][C:16]3[C:21]([C:12]=2[C:10](=[O:11])[NH:9][C@H:7]([CH:1]2[CH2:6][CH2:5][CH2:4][CH2:3][CH2:2]2)[CH3:8])=[CH:20][C:19]([F:22])=[CH:18][CH:17]=3)[CH2:40][CH2:39]1)=[O:37])([CH3:34])([CH3:32])[CH3:33]. (5) Given the reactants Cl[C:2]1[C:11]2[C:6](=[CH:7][C:8]([Cl:12])=[CH:9][CH:10]=2)[N:5]=[C:4]([C:13]2[CH:18]=[CH:17][CH:16]=[CH:15][C:14]=2[OH:19])[N:3]=1.BrC1C2C(=CC(Cl)=CC=2)N=C(C2C=CC=CC=2O)N=1.[C:39]([O:43][C:44](=[O:49])[NH:45][CH2:46][CH2:47][NH2:48])([CH3:42])([CH3:41])[CH3:40].C(N(C(C)C)CC)(C)C, predict the reaction product. The product is: [C:39]([O:43][C:44](=[O:49])[NH:45][CH2:46][CH2:47][NH:48][C:2]1[C:11]2[C:6](=[CH:7][C:8]([Cl:12])=[CH:9][CH:10]=2)[N:5]=[C:4]([C:13]2[CH:18]=[CH:17][CH:16]=[CH:15][C:14]=2[OH:19])[N:3]=1)([CH3:42])([CH3:40])[CH3:41].